Dataset: Catalyst prediction with 721,799 reactions and 888 catalyst types from USPTO. Task: Predict which catalyst facilitates the given reaction. (1) Product: [N:30]([C:2]1[CH:11]=[C:10]2[C:5]([C:6]([NH:14][C:15]3[CH:20]=[C:19]([O:21][CH3:22])[C:18]([O:23][CH3:24])=[C:17]([O:25][CH3:26])[CH:16]=3)=[C:7]([C:12]#[N:13])[CH:8]=[N:9]2)=[CH:4][C:3]=1[N+:27]([O-:29])=[O:28])=[N+:31]=[N-:32]. The catalyst class is: 16. Reactant: Cl[C:2]1[CH:11]=[C:10]2[C:5]([C:6]([NH:14][C:15]3[CH:20]=[C:19]([O:21][CH3:22])[C:18]([O:23][CH3:24])=[C:17]([O:25][CH3:26])[CH:16]=3)=[C:7]([C:12]#[N:13])[CH:8]=[N:9]2)=[CH:4][C:3]=1[N+:27]([O-:29])=[O:28].[N-:30]=[N+:31]=[N-:32].[Na+]. (2) Reactant: [ClH:1].[CH2:2]([N:9]1[CH2:12][C:11]2([CH2:16][CH2:15][CH2:14][N:13]2C(OC(C)(C)C)=O)[CH2:10]1)[C:3]1[CH:8]=[CH:7][CH:6]=[CH:5][CH:4]=1. Product: [ClH:1].[ClH:1].[CH2:2]([N:9]1[CH2:12][C:11]2([CH2:16][CH2:15][CH2:14][NH:13]2)[CH2:10]1)[C:3]1[CH:4]=[CH:5][CH:6]=[CH:7][CH:8]=1. The catalyst class is: 25.